Dataset: Full USPTO retrosynthesis dataset with 1.9M reactions from patents (1976-2016). Task: Predict the reactants needed to synthesize the given product. The reactants are: [CH:1]([C:3]1[N:4]=[CH:5][C:6]([NH:9][C:10](=[O:27])[CH:11]([NH:15][C:16](=[O:26])[CH2:17][C:18]2[CH:23]=[C:22]([F:24])[CH:21]=[C:20]([F:25])[CH:19]=2)[CH2:12][CH2:13][CH3:14])=[N:7][CH:8]=1)=O.[CH3:28][CH:29]([CH3:33])[CH2:30][CH2:31][NH2:32].S([O-])([O-])(=O)=O.[Na+].[Na+].C(O[BH-](OC(=O)C)OC(=O)C)(=O)C.[Na+]. Given the product [CH3:28][CH:29]([CH3:33])[CH2:30][CH2:31][NH:32][CH2:1][C:3]1[N:4]=[CH:5][C:6]([NH:9][C:10](=[O:27])[CH:11]([NH:15][C:16](=[O:26])[CH2:17][C:18]2[CH:23]=[C:22]([F:24])[CH:21]=[C:20]([F:25])[CH:19]=2)[CH2:12][CH2:13][CH3:14])=[N:7][CH:8]=1, predict the reactants needed to synthesize it.